From a dataset of Catalyst prediction with 721,799 reactions and 888 catalyst types from USPTO. Predict which catalyst facilitates the given reaction. (1) Reactant: [H-].[Al+3].[Li+].[H-].[H-].[H-].[NH2:7][C:8]1[CH:17]=[CH:16][CH:15]=[C:14]([F:18])[C:9]=1[C:10](OC)=[O:11].O. Product: [NH2:7][C:8]1[CH:17]=[CH:16][CH:15]=[C:14]([F:18])[C:9]=1[CH2:10][OH:11]. The catalyst class is: 27. (2) Product: [CH3:13][C:14]1[CH:19]=[C:18]([NH:20][CH:1]([C:3]2[CH:12]=[CH:11][C:6]([C:7]([O:9][CH3:10])=[O:8])=[CH:5][N:4]=2)[CH2:5][CH:6]([CH3:11])[CH3:7])[CH:17]=[C:16]([CH3:21])[C:15]=1[C:22]1[CH:27]=[CH:26][C:25]([C:28]([F:30])([F:29])[F:31])=[CH:24][CH:23]=1. The catalyst class is: 11. Reactant: [CH:1]([C:3]1[CH:12]=[CH:11][C:6]([C:7]([O:9][CH3:10])=[O:8])=[CH:5][N:4]=1)=O.[CH3:13][C:14]1[CH:19]=[C:18]([NH2:20])[CH:17]=[C:16]([CH3:21])[C:15]=1[C:22]1[CH:27]=[CH:26][C:25]([C:28]([F:31])([F:30])[F:29])=[CH:24][CH:23]=1. (3) Reactant: [H-].[Na+].[C:3]([O:10][CH3:11])(=[O:9])[CH2:4][C:5]([O:7][CH3:8])=[O:6].F[C:13]1[C:14]([N+:29]([O-:31])=[O:30])=[C:15]([NH:19][C:20]2[CH:25]=[CH:24][CH:23]=[C:22]([N+:26]([O-:28])=[O:27])[CH:21]=2)[CH:16]=[CH:17][CH:18]=1.[NH4+].[Cl-]. Product: [CH3:8][O:7][C:5](=[O:6])[CH:4]([C:13]1[CH:18]=[CH:17][CH:16]=[C:15]([NH:19][C:20]2[CH:25]=[CH:24][CH:23]=[C:22]([N+:26]([O-:28])=[O:27])[CH:21]=2)[C:14]=1[N+:29]([O-:31])=[O:30])[C:3]([O:10][CH3:11])=[O:9]. The catalyst class is: 16.